This data is from Forward reaction prediction with 1.9M reactions from USPTO patents (1976-2016). The task is: Predict the product of the given reaction. The product is: [Cl:8][C:4]1[CH:5]=[CH:6][CH:7]=[C:2]([Cl:1])[C:3]=1[S:9]([CH2:11][C:12]1[C:16]([CH2:17][O:18][C:19]2[CH:20]=[CH:21][C:22]([C:25]3[CH:26]=[C:27]4[C:32](=[CH:33][CH:34]=3)[N:31]=[C:30]([C:35]([OH:37])=[O:36])[CH:29]=[CH:28]4)=[CH:23][CH:24]=2)=[C:15]([CH:40]([CH3:42])[CH3:41])[O:14][N:13]=1)=[O:10]. Given the reactants [Cl:1][C:2]1[CH:7]=[CH:6][CH:5]=[C:4]([Cl:8])[C:3]=1[S:9]([CH2:11][C:12]1[C:16]([CH2:17][O:18][C:19]2[CH:24]=[CH:23][C:22]([C:25]3[CH:26]=[C:27]4[C:32](=[CH:33][CH:34]=3)[N:31]=[C:30]([C:35]([O:37]CC)=[O:36])[CH:29]=[CH:28]4)=[CH:21][CH:20]=2)=[C:15]([CH:40]([CH3:42])[CH3:41])[O:14][N:13]=1)=[O:10].O1CCCC1.[OH-].[Na+].Cl, predict the reaction product.